From a dataset of Peptide-MHC class I binding affinity with 185,985 pairs from IEDB/IMGT. Regression. Given a peptide amino acid sequence and an MHC pseudo amino acid sequence, predict their binding affinity value. This is MHC class I binding data. (1) The peptide sequence is RVRQLDESI. The MHC is HLA-A24:03 with pseudo-sequence HLA-A24:03. The binding affinity (normalized) is 0.0847. (2) The peptide sequence is YQRRRRFAI. The MHC is HLA-A03:01 with pseudo-sequence HLA-A03:01. The binding affinity (normalized) is 0.0847.